Task: Binary Classification. Given a miRNA mature sequence and a target amino acid sequence, predict their likelihood of interaction.. Dataset: Experimentally validated miRNA-target interactions with 360,000+ pairs, plus equal number of negative samples (1) The miRNA is dre-miR-92a-3p with sequence UAUUGCACUUGUCCCGGCCUGU. The protein sequence of the target gene is MVGREKELSIHFVPGCCQLVEEEVNIPSRRVLITGATGLLGRAVYKEFQQSNWHTVGCGFRRARPKFEQVNLLDSEAVHHLIHDFQPHVIVHCAAERRPDVVESQPDAASQLNVGASGNLAKEAAAIGAFLIYISSDYVFDGTNPPYTEEDIPSPLNLYGKTKLDGEKAVLENNLGAAVLRIPVLYGEVEKLEESAVTVMFDKVQFSNKSANMDHWQQRFPTHVKDVASVCRQLAEKRMLDPSIKGTFHWSGNEQMTKYEMACAIADAFNLPSSHLRPITDSPVIGAQRPKNAQLDCSKL.... Result: 0 (no interaction). (2) The miRNA is hsa-miR-6890-5p with sequence CAUGGGGUAGGGCAGAGUAGG. The protein sequence of the target gene is MSVEAYGPSSQTLTFLDTEEAELLGADTQGSEFEFTDFTLPSQTQTPPGGPGGPGGGGAGGPGGAGAGAAAGQLDAQVGPEGILQNGAVDDSVAKTSQLLAELNFEEDEEDTYYTKDLPIHACSYCGIHDPACVVYCNTSKKWFCNGRGNTSGSHIVNHLVRAKCKEVTLHKDGPLGETVLECYNCGCRNVFLLGFIPAKADSVVVLLCRQPCASQSSLKDINWDSSQWQPLIQDRCFLSWLVKIPSEQEQLRARQITAQQINKLEELWKENPSATLEDLEKPGVDEEPQHVLLRYEDAY.... Result: 0 (no interaction). (3) The miRNA is rno-miR-18a-5p with sequence UAAGGUGCAUCUAGUGCAGAUAG. The protein sequence of the target gene is MDQVMQFVEPSRQFVKDSIRLVKRCTKPDRKEFQKIAMATAIGFAIMGFIGFFVKLIHIPINNIIVGG. Result: 0 (no interaction). (4) Result: 0 (no interaction). The miRNA is hsa-miR-5197-3p with sequence AAGAAGAGACUGAGUCAUCGAAU. The protein sequence of the target gene is MTMGDMKTPDFDDLLAAFDIPDMVDPKAAIESGHDDHESHIKQNAHVDDDSHTPSSSDVGVSVIVKNVRNIDSSEGVEKDGHNPTGNGLHNGFLTASSLDSYGKDGAKSLKGDTPASEVTLKDPAFSQFSPISSAEEFEDDEKIEVDDPPDKEEARAGFRSNVLTGSAPQQDFDKLKALGGENSSKTGVSTSGHTDKNKVKREAESNSITLSVYEPFKVRKAEDKLKENSEKMLESRVLDGKPSSEKSDSGIAAAASSKTKPSSKLSSCIAAIAALSAKKAASDSCKEPVANSREASPLP.... (5) The miRNA is mmu-miR-5123 with sequence UGUAGAUCCAUAUGCCAUGGUGUG. The protein sequence of the target gene is MTTYRAIPSDGVDLAASCGARVGDVLPGPHTGDYAPLGFWAQNGSMSQPLGESPATATATATATTRPSPTTPAMPKMGVRARVADWPPKREALREHSNPSPSQDTDGTKATKMAHSMRSIQNGQPPTSTPASSGSKAFHRLSRRRSKDVEFQDGWPRSPGRAFLPLRHRSSSEITLSECDAEDAGEPRGARHTGALPLFREYGSTSSIDVQGMPEQSFFDILNEFRSEQPDARGCQALTELLRADPGPHLMGGGGGAKGDSHNGQPAKDSLLPLQPTKEKEKARKKPARGLGGGDTVDSS.... Result: 0 (no interaction).